Dataset: Catalyst prediction with 721,799 reactions and 888 catalyst types from USPTO. Task: Predict which catalyst facilitates the given reaction. (1) Reactant: [Cl:1][C:2]1[CH:10]=[C:9]([C:11]([NH:13][CH:14]([C:16]2[NH:20][C:19]3[CH:21]=[CH:22][C:23]([Cl:25])=[CH:24][C:18]=3[N:17]=2)[CH3:15])=[O:12])[CH:8]=[CH:7][C:3]=1[C:4](O)=[O:5].C1(CN)CC1.C([N:34]([CH:37]([CH3:39])[CH3:38])[CH2:35]C)(C)C.ClCl. Product: [Cl:1][C:2]1[CH:10]=[C:9]([CH:8]=[CH:7][C:3]=1[C:4]([N:34]([CH:37]1[CH2:38][CH2:39]1)[CH3:35])=[O:5])[C:11]([NH:13][CH:14]([C:16]1[NH:20][C:19]2[CH:21]=[CH:22][C:23]([Cl:25])=[CH:24][C:18]=2[N:17]=1)[CH3:15])=[O:12]. The catalyst class is: 16. (2) Reactant: [C:1]([O:5][C:6]([N:8]1[CH2:13][CH2:12][C:11]([NH:16][C:17](=O)[C:18]2[CH:23]=[C:22]([C:24]([F:27])([F:26])[F:25])[CH:21]=[C:20]([O:28][CH2:29][CH2:30][CH:31]=[CH2:32])[CH:19]=2)([C:14]#[N:15])[CH2:10][CH2:9]1)=[O:7])([CH3:4])([CH3:3])[CH3:2].[OH-].[Na+].OO.CS(C)=[O:40]. Product: [C:1]([O:5][C:6]([N:8]1[CH2:13][CH2:12][C:11]2([N:16]=[C:17]([C:18]3[CH:23]=[C:22]([C:24]([F:27])([F:26])[F:25])[CH:21]=[C:20]([O:28][CH2:29][CH2:30][CH:31]=[CH2:32])[CH:19]=3)[NH:15][C:14]2=[O:40])[CH2:10][CH2:9]1)=[O:7])([CH3:4])([CH3:3])[CH3:2]. The catalyst class is: 8. (3) Reactant: [CH2:1]([O:5][CH2:6][CH2:7][O:8][C:9]1[CH:14]=[CH:13][C:12]([C:15]2[CH:16]=[CH:17][C:18]3[N:24]([C:25](=[O:30])[C:26]([F:29])([F:28])[F:27])[CH2:23][CH2:22][C:21]([C:31]([NH:33][C:34]4[CH:39]=[CH:38][C:37]([CH:40]([OH:48])[C:41]5[CH:46]=[C:45]([CH3:47])[CH:44]=[CH:43][N:42]=5)=[CH:36][CH:35]=4)=[O:32])=[CH:20][C:19]=3[CH:49]=2)=[CH:11][CH:10]=1)[CH2:2][CH2:3][CH3:4].ClC1C=CC=C(C(OO)=[O:58])C=1.S([O-])([O-])(=O)=S.[Na+].[Na+]. Product: [CH2:1]([O:5][CH2:6][CH2:7][O:8][C:9]1[CH:10]=[CH:11][C:12]([C:15]2[CH:16]=[CH:17][C:18]3[N:24]([C:25](=[O:30])[C:26]([F:29])([F:28])[F:27])[CH2:23][CH2:22][C:21]([C:31]([NH:33][C:34]4[CH:39]=[CH:38][C:37]([CH:40]([OH:48])[C:41]5[CH:46]=[C:45]([CH3:47])[CH:44]=[CH:43][N+:42]=5[O-:58])=[CH:36][CH:35]=4)=[O:32])=[CH:20][C:19]=3[CH:49]=2)=[CH:13][CH:14]=1)[CH2:2][CH2:3][CH3:4]. The catalyst class is: 4. (4) Reactant: [NH2:1][C:2]([C:4]1[CH:5]=[C:6](B(O)O)[CH:7]=[CH:8][CH:9]=1)=[O:3].I[C:14]1[CH:19]=[CH:18][C:17]([CH:20]2[O:24][CH2:23][CH2:22][O:21]2)=[C:16]([C:25]([F:28])([F:27])[F:26])[CH:15]=1. Product: [O:21]1[CH2:22][CH2:23][O:24][CH:20]1[C:17]1[CH:18]=[CH:19][C:14]([C:6]2[CH:7]=[CH:8][CH:9]=[C:4]([C:2]([NH2:1])=[O:3])[CH:5]=2)=[CH:15][C:16]=1[C:25]([F:26])([F:27])[F:28]. The catalyst class is: 780. (5) Reactant: [CH2:1]([O:8][C:9]1[CH:14]=[CH:13][C:12]([C:15]2(O)[CH2:20][CH2:19][O:18][CH2:17][CH2:16]2)=[CH:11][CH:10]=1)[C:2]1[CH:7]=[CH:6][CH:5]=[CH:4][CH:3]=1. Product: [CH2:1]([O:8][C:9]1[CH:14]=[CH:13][C:12]([C:15]2[CH2:20][CH2:19][O:18][CH2:17][CH:16]=2)=[CH:11][CH:10]=1)[C:2]1[CH:7]=[CH:6][CH:5]=[CH:4][CH:3]=1. The catalyst class is: 11. (6) Reactant: [CH:1]1([C:5](Cl)=[O:6])[CH2:4][CH2:3][CH2:2]1.[C:8]([C:12]1[N:16]([CH2:17][CH:18]2[CH2:23][CH2:22][O:21][CH2:20][CH2:19]2)[C:15]2[CH:24]=[CH:25][C:26]([S:28]([N:31]3[CH:35]=[CH:34][C:33]([NH2:36])=[N:32]3)(=[O:30])=[O:29])=[CH:27][C:14]=2[N:13]=1)([CH3:11])([CH3:10])[CH3:9].CCN(C(C)C)C(C)C. Product: [C:8]([C:12]1[N:16]([CH2:17][CH:18]2[CH2:23][CH2:22][O:21][CH2:20][CH2:19]2)[C:15]2[CH:24]=[CH:25][C:26]([S:28]([N:31]3[CH:35]=[CH:34][C:33]([NH:36][C:5]([CH:1]4[CH2:4][CH2:3][CH2:2]4)=[O:6])=[N:32]3)(=[O:30])=[O:29])=[CH:27][C:14]=2[N:13]=1)([CH3:11])([CH3:9])[CH3:10]. The catalyst class is: 2.